The task is: Regression. Given two drug SMILES strings and cell line genomic features, predict the synergy score measuring deviation from expected non-interaction effect.. This data is from NCI-60 drug combinations with 297,098 pairs across 59 cell lines. (1) Drug 1: COC1=NC(=NC2=C1N=CN2C3C(C(C(O3)CO)O)O)N. Drug 2: C1=CN(C=N1)CC(O)(P(=O)(O)O)P(=O)(O)O. Cell line: SN12C. Synergy scores: CSS=-2.65, Synergy_ZIP=-0.685, Synergy_Bliss=-4.97, Synergy_Loewe=-3.95, Synergy_HSA=-5.55. (2) Drug 1: C1CC(=O)NC(=O)C1N2CC3=C(C2=O)C=CC=C3N. Drug 2: CC1=C(C(CCC1)(C)C)C=CC(=CC=CC(=CC(=O)O)C)C. Cell line: HS 578T. Synergy scores: CSS=12.2, Synergy_ZIP=-0.698, Synergy_Bliss=0.544, Synergy_Loewe=-7.66, Synergy_HSA=-0.107. (3) Drug 1: C1=CC(=CC=C1CCCC(=O)O)N(CCCl)CCCl. Drug 2: CC1=C(C=C(C=C1)NC(=O)C2=CC=C(C=C2)CN3CCN(CC3)C)NC4=NC=CC(=N4)C5=CN=CC=C5. Cell line: UO-31. Synergy scores: CSS=6.96, Synergy_ZIP=-4.15, Synergy_Bliss=2.04, Synergy_Loewe=-0.809, Synergy_HSA=-0.0927. (4) Drug 1: CC1OCC2C(O1)C(C(C(O2)OC3C4COC(=O)C4C(C5=CC6=C(C=C35)OCO6)C7=CC(=C(C(=C7)OC)O)OC)O)O. Drug 2: CC1C(C(CC(O1)OC2CC(CC3=C2C(=C4C(=C3O)C(=O)C5=CC=CC=C5C4=O)O)(C(=O)C)O)N)O. Cell line: M14. Synergy scores: CSS=56.4, Synergy_ZIP=-5.74, Synergy_Bliss=-5.11, Synergy_Loewe=-4.19, Synergy_HSA=-1.96. (5) Drug 1: CC1=C2C(C(=O)C3(C(CC4C(C3C(C(C2(C)C)(CC1OC(=O)C(C(C5=CC=CC=C5)NC(=O)OC(C)(C)C)O)O)OC(=O)C6=CC=CC=C6)(CO4)OC(=O)C)OC)C)OC. Drug 2: CC1C(C(=O)NC(C(=O)N2CCCC2C(=O)N(CC(=O)N(C(C(=O)O1)C(C)C)C)C)C(C)C)NC(=O)C3=C4C(=C(C=C3)C)OC5=C(C(=O)C(=C(C5=N4)C(=O)NC6C(OC(=O)C(N(C(=O)CN(C(=O)C7CCCN7C(=O)C(NC6=O)C(C)C)C)C)C(C)C)C)N)C. Cell line: OVCAR-4. Synergy scores: CSS=27.5, Synergy_ZIP=-3.05, Synergy_Bliss=0.381, Synergy_Loewe=-5.06, Synergy_HSA=0.00473. (6) Drug 1: C1CC(CCC1OC2=C(C(=CC=C2)Cl)F)(CC3=NC(=CC=C3)NC4=NC=CS4)C(=O)O. Drug 2: C1CC(CNC1)C2=CC=C(C=C2)N3C=C4C=CC=C(C4=N3)C(=O)N. Cell line: SW-620. Synergy scores: CSS=56.7, Synergy_ZIP=8.24, Synergy_Bliss=7.44, Synergy_Loewe=8.61, Synergy_HSA=11.7.